Dataset: Full USPTO retrosynthesis dataset with 1.9M reactions from patents (1976-2016). Task: Predict the reactants needed to synthesize the given product. (1) Given the product [Cl:28][C:24]1[CH:23]=[C:22]([CH:27]=[CH:26][CH:25]=1)[CH2:21][N:20]([C:16]1[N:15]=[C:14]([N:11]2[CH2:10][CH2:9][NH:8][CH2:13][CH2:12]2)[CH:19]=[N:18][CH:17]=1)[C:29](=[O:31])[CH3:30], predict the reactants needed to synthesize it. The reactants are: C(OC([N:8]1[CH2:13][CH2:12][N:11]([C:14]2[CH:19]=[N:18][CH:17]=[C:16]([N:20]([C:29](=[O:31])[CH3:30])[CH2:21][C:22]3[CH:27]=[CH:26][CH:25]=[C:24]([Cl:28])[CH:23]=3)[N:15]=2)[CH2:10][CH2:9]1)=O)(C)(C)C.FC(F)(F)C(O)=O.C([O-])(O)=O.[Na+]. (2) Given the product [NH2:26][C:5]1([CH2:3][OH:2])[CH2:10][CH2:9][N:8]([CH2:11][CH2:12][C:13]2[C:22]3[C:17](=[CH:18][CH:19]=[C:20]([O:23][CH3:24])[CH:21]=3)[N:16]=[CH:15][C:14]=2[Cl:25])[CH2:7][CH2:6]1, predict the reactants needed to synthesize it. The reactants are: C[O:2][C:3]([C:5]1([NH:26]C(OCC2C=CC=CC=2)=O)[CH2:10][CH2:9][N:8]([CH2:11][CH2:12][C:13]2[C:22]3[C:17](=[CH:18][CH:19]=[C:20]([O:23][CH3:24])[CH:21]=3)[N:16]=[CH:15][C:14]=2[Cl:25])[CH2:7][CH2:6]1)=O.[H-].[H-].[H-].[H-].[Li+].[Al+3].[OH-].[Na+]. (3) Given the product [F:26][C:27]1[CH:32]=[CH:31][C:30]([S:33][CH2:34][CH2:35][CH2:36][C:37]([NH:39][C:40]2[CH:41]=[CH:42][CH:43]=[C:44]3[C:49]=2[N:48]=[CH:47][CH:46]=[CH:45]3)=[O:38])=[CH:29][CH:28]=1.[F:1][C:2]1[CH:3]=[CH:4][C:5]([S:8][CH2:9][CH2:10][CH2:11][C:12]([N:39]([CH3:37])[C:40]2[CH:41]=[CH:42][CH:43]=[C:44]3[C:49]=2[N:48]=[CH:47][CH:46]=[CH:45]3)=[O:14])=[CH:6][CH:7]=1, predict the reactants needed to synthesize it. The reactants are: [F:1][C:2]1[CH:7]=[CH:6][C:5]([S:8][CH2:9][CH2:10][CH2:11][C:12]([OH:14])=O)=[CH:4][CH:3]=1.NC1C=CC=C2C=1N=CC=C2.[F:26][C:27]1[CH:32]=[CH:31][C:30]([S:33][CH2:34][CH2:35][CH2:36][C:37]([NH:39][C:40]2[CH:41]=[CH:42][CH:43]=[C:44]3[C:49]=2[N:48]=[CH:47][CH:46]=[CH:45]3)=[O:38])=[CH:29][CH:28]=1.[H-].[Na+].IC. (4) Given the product [CH2:1]([C@:3]1([OH:17])[C:9]2[CH:10]=[CH:11][NH:12][C:13](=[O:14])[C:8]=2[CH2:7][O:6][C:5](=[O:16])[CH2:4]1)[CH3:2], predict the reactants needed to synthesize it. The reactants are: [CH2:1]([C@:3]1([OH:17])[C:9]2[CH:10]=[CH:11][N:12]=[C:13]([O:14]C)[C:8]=2[CH2:7][O:6][C:5](=[O:16])[CH2:4]1)[CH3:2].[I-].[Na+].Cl[Si](C)(C)C.S([O-])([O-])=O.[Na+].[Na+].[Cl-].[Na+].O. (5) Given the product [Cl:17][C:16]1[C:11]([C:10]2[N:9]([CH2:18][C:19]([F:21])([F:22])[F:20])[N:8]=[CH:7][C:6]=2[C:4]([OH:5])=[O:3])=[N:12][CH:13]=[CH:14][CH:15]=1, predict the reactants needed to synthesize it. The reactants are: C([O:3][C:4]([C:6]1[CH:7]=[N:8][N:9]([CH2:18][C:19]([F:22])([F:21])[F:20])[C:10]=1[C:11]1[C:16]([Cl:17])=[CH:15][CH:14]=[CH:13][N:12]=1)=[O:5])C.[Li+].[OH-]. (6) Given the product [N:1]1([C:15]([O:17][C:18]([CH3:21])([CH3:20])[CH3:19])=[O:16])[CH2:2][CH2:3][C:4]2([C:10]3[CH:11]=[CH:12][CH:13]=[CH:14][C:9]=3[CH2:8][S:7]2=[O:22])[CH2:5][CH2:6]1, predict the reactants needed to synthesize it. The reactants are: [N:1]1([C:15]([O:17][C:18]([CH3:21])([CH3:20])[CH3:19])=[O:16])[CH2:6][CH2:5][C:4]2([C:10]3[CH:11]=[CH:12][CH:13]=[CH:14][C:9]=3[CH2:8][S:7]2)[CH2:3][CH2:2]1.[OH:22]OS([O-])=O.[K+].O.S([O-])([O-])(=O)=S.[Na+].[Na+]. (7) Given the product [NH2:5][CH2:4][C:3]1[CH:13]=[CH:14][C:15]([CH:17]([CH3:39])[C:18]([NH:19][CH2:20][C:21]2[C:22]([C:31]3[CH:32]=[C:33]([CH3:37])[CH:34]=[CH:35][CH:36]=3)=[N:23][C:24]([C:27]([F:30])([F:28])[F:29])=[CH:25][CH:26]=2)=[O:38])=[CH:16][C:2]=1[Cl:1], predict the reactants needed to synthesize it. The reactants are: [Cl:1][C:2]1[CH:16]=[C:15]([CH:17]([CH3:39])[C:18](=[O:38])[NH:19][CH2:20][C:21]2[C:22]([C:31]3[CH:32]=[C:33]([CH3:37])[CH:34]=[CH:35][CH:36]=3)=[N:23][C:24]([C:27]([F:30])([F:29])[F:28])=[CH:25][CH:26]=2)[CH:14]=[CH:13][C:3]=1[CH2:4][NH:5]C(=O)OC(C)(C)C.FC(F)(F)C(O)=O.C([O-])(O)=O.[Na+]. (8) The reactants are: FC(F)(F)C(O)=O.[CH3:8][C:9]1[N:10]=[C:11]([NH:14][C:15]2[C:20]([O:21][CH2:22][C:23]3[CH:24]=[C:25]([CH:31]=[CH:32][CH:33]=3)[O:26][CH2:27][C:28]([OH:30])=O)=[CH:19][CH:18]=[CH:17][N:16]=2)[S:12][CH:13]=1.C(N(CC)CC)C.[Cl:41]C(OCC)=O.[CH3:47][N:48]1[CH2:53][CH2:52][NH:51][CH2:50][CH2:49]1.[ClH:54]. Given the product [ClH:41].[ClH:54].[CH3:47][N:48]1[CH2:53][CH2:52][N:51]([C:28](=[O:30])[CH2:27][O:26][C:25]2[CH:31]=[CH:32][CH:33]=[C:23]([CH2:22][O:21][C:20]3[C:15]([NH:14][C:11]4[S:12][CH:13]=[C:9]([CH3:8])[N:10]=4)=[N:16][CH:17]=[CH:18][CH:19]=3)[CH:24]=2)[CH2:50][CH2:49]1, predict the reactants needed to synthesize it. (9) Given the product [CH2:21]([O:1][C:2]1[C:7]2[O:8][C:9]([C:11]3[N:15]=[C:14]([CH3:16])[O:13][N:12]=3)=[CH:10][C:6]=2[CH:5]=[CH:4][CH:3]=1)[C@H:22]1[O:24][CH2:23]1, predict the reactants needed to synthesize it. The reactants are: [OH:1][C:2]1[C:7]2[O:8][C:9]([C:11]3[N:15]=[C:14]([CH3:16])[O:13][N:12]=3)=[CH:10][C:6]=2[CH:5]=[CH:4][CH:3]=1.S(C1C=CC([N+]([O-])=O)=CC=1)(O[CH2:21][C@H:22]1[O:24][CH2:23]1)(=O)=O.